Dataset: Catalyst prediction with 721,799 reactions and 888 catalyst types from USPTO. Task: Predict which catalyst facilitates the given reaction. (1) Reactant: [C:1]1([N:7]([C:24]2[CH:29]=[CH:28][CH:27]=[CH:26][CH:25]=2)[C:8]2[CH:13]=[CH:12][C:11]([C:14]3[S:21][C:20]4[CH:19]=[C:18]([CH:22]=O)[S:17][C:16]=4[CH:15]=3)=[CH:10][CH:9]=2)[CH:6]=[CH:5][CH:4]=[CH:3][CH:2]=1.[CH2:30]([CH:32]([CH2:45][CH2:46][CH2:47][CH3:48])[CH2:33][N:34]1[C:39](=[O:40])[CH2:38][C:37]([CH3:41])=[C:36]([C:42]#[N:43])[C:35]1=[O:44])[CH3:31].N1C=CC=CC=1. Product: [C:24]1([N:7]([C:1]2[CH:2]=[CH:3][CH:4]=[CH:5][CH:6]=2)[C:8]2[CH:9]=[CH:10][C:11]([C:14]3[S:21][C:20]4[CH:19]=[C:18]([CH:22]=[C:38]5[C:39](=[O:40])[N:34]([CH2:33][CH:32]([CH2:30][CH3:31])[CH2:45][CH2:46][CH2:47][CH3:48])[C:35](=[O:44])[C:36]([C:42]#[N:43])=[C:37]5[CH3:41])[S:17][C:16]=4[CH:15]=3)=[CH:12][CH:13]=2)[CH:25]=[CH:26][CH:27]=[CH:28][CH:29]=1. The catalyst class is: 4. (2) The catalyst class is: 11. Product: [CH3:1][O:2][C:3]([C:5]1[CH2:6][N:7]([C:21]([O:23][C:24]([CH3:27])([CH3:26])[CH3:25])=[O:22])[CH2:8][CH2:9][C:10]=1[C:11]1[CH:16]=[CH:15][C:14]([CH2:17][CH2:18][CH2:19][O:20][C:30]2[C:31]([F:36])=[CH:32][CH:33]=[C:34]([F:35])[C:29]=2[F:28])=[CH:13][CH:12]=1)=[O:4]. Reactant: [CH3:1][O:2][C:3]([C:5]1[CH2:6][N:7]([C:21]([O:23][C:24]([CH3:27])([CH3:26])[CH3:25])=[O:22])[CH2:8][CH2:9][C:10]=1[C:11]1[CH:16]=[CH:15][C:14]([CH2:17][CH2:18][CH2:19][OH:20])=[CH:13][CH:12]=1)=[O:4].[F:28][C:29]1[C:34]([F:35])=[CH:33][CH:32]=[C:31]([F:36])[C:30]=1O.C(P(CCCC)CCCC)CCC. (3) Reactant: CS(O[C@@H:6]([CH2:22][CH2:23][CH2:24][CH2:25][NH:26][C:27]([O:29][CH2:30][C:31]1[CH:36]=[CH:35][CH:34]=[CH:33][CH:32]=1)=[O:28])[C:7]([N:9]([CH2:16][C:17]1[S:18][CH:19]=[CH:20][CH:21]=1)[CH2:10][C:11]1[S:12][CH:13]=[CH:14][CH:15]=1)=[O:8])(=O)=O.[C-:37]#[N:38].[Na+]. Product: [S:12]1[CH:13]=[CH:14][CH:15]=[C:11]1[CH2:10][N:9]([CH2:16][C:17]1[S:18][CH:19]=[CH:20][CH:21]=1)[C:7](=[O:8])[C@H:6]([C:37]#[N:38])[CH2:22][CH2:23][CH2:24][CH2:25][NH:26][C:27](=[O:28])[O:29][CH2:30][C:31]1[CH:36]=[CH:35][CH:34]=[CH:33][CH:32]=1. The catalyst class is: 58. (4) Reactant: CO[CH2:3][C:4]1[C:9]([CH3:10])=[CH:8][CH:7]=[CH:6][C:5]=1[N:11]1[C:15](=[O:16])[N:14]([CH3:17])[N:13]=[N:12]1.[BrH:18].C(O)(=O)C. Product: [Br:18][CH2:3][C:4]1[C:9]([CH3:10])=[CH:8][CH:7]=[CH:6][C:5]=1[N:11]1[C:15](=[O:16])[N:14]([CH3:17])[N:13]=[N:12]1. The catalyst class is: 15.